Dataset: Forward reaction prediction with 1.9M reactions from USPTO patents (1976-2016). Task: Predict the product of the given reaction. (1) Given the reactants [F:1][C:2]1[CH:3]=[CH:4][C:5]([CH2:8][O:9][C:10]2[CH:15]=[N:14][NH:13][C:12](=[O:16])[CH:11]=2)=[N:6][CH:7]=1.Br[C:18]1[CH:23]=[CH:22][C:21]2[C:24]3[CH2:25][N:26]([C:32]([O:34][C:35]([CH3:38])([CH3:37])[CH3:36])=[O:33])[CH2:27][CH2:28][CH2:29][C:30]=3[O:31][C:20]=2[CH:19]=1.C([O-])([O-])=O.[Cs+].[Cs+].CN[C@@H]1CCCC[C@H]1NC, predict the reaction product. The product is: [F:1][C:2]1[CH:3]=[CH:4][C:5]([CH2:8][O:9][C:10]2[CH:15]=[N:14][N:13]([C:18]3[CH:23]=[CH:22][C:21]4[C:24]5[CH2:25][N:26]([C:32]([O:34][C:35]([CH3:38])([CH3:37])[CH3:36])=[O:33])[CH2:27][CH2:28][CH2:29][C:30]=5[O:31][C:20]=4[CH:19]=3)[C:12](=[O:16])[CH:11]=2)=[N:6][CH:7]=1. (2) Given the reactants [CH2:1]([C@@H:5]1[CH2:10][CH2:9][C@H:8]([O:11][C:12]2[CH:13]=[C:14]3[C:19](=[CH:20][CH:21]=2)[CH:18]=[C:17]([C@:22]2([CH3:28])[CH2:26][O:25]C(=O)[NH:23]2)[CH:16]=[CH:15]3)[CH2:7][CH2:6]1)[CH2:2][CH2:3][CH3:4].[OH-].[Li+].C(O)C.O, predict the reaction product. The product is: [NH2:23][C@@:22]([C:17]1[CH:16]=[CH:15][C:14]2[C:19](=[CH:20][CH:21]=[C:12]([O:11][C@H:8]3[CH2:7][CH2:6][C@@H:5]([CH2:1][CH2:2][CH2:3][CH3:4])[CH2:10][CH2:9]3)[CH:13]=2)[CH:18]=1)([CH3:28])[CH2:26][OH:25]. (3) Given the reactants C(OC(=O)[NH:7][CH2:8][CH2:9][C:10]1[CH:15]=[CH:14][C:13]([O:16][C:17]2[CH:22]=[C:21]([C:23]#[N:24])[CH:20]=[CH:19][N:18]=2)=[CH:12][CH:11]=1)(C)(C)C.FC(F)(F)C(O)=O, predict the reaction product. The product is: [NH2:7][CH2:8][CH2:9][C:10]1[CH:15]=[CH:14][C:13]([O:16][C:17]2[CH:22]=[C:21]([CH:20]=[CH:19][N:18]=2)[C:23]#[N:24])=[CH:12][CH:11]=1. (4) Given the reactants Br[C:2]1[CH:7]=[CH:6][C:5]([CH:8]([N:10]2[CH2:15][CH2:14][N:13]([C:16]3[O:17][C:18]([CH3:21])=[N:19][N:20]=3)[CH2:12][CH2:11]2)[CH3:9])=[CH:4][CH:3]=1.C(Cl)Cl.C([O-])(=O)C.[K+].[B:30]1([B:30]2[O:34][C:33]([CH3:36])([CH3:35])[C:32]([CH3:38])([CH3:37])[O:31]2)[O:34][C:33]([CH3:36])([CH3:35])[C:32]([CH3:38])([CH3:37])[O:31]1, predict the reaction product. The product is: [CH3:21][C:18]1[O:17][C:16]([N:13]2[CH2:14][CH2:15][N:10]([CH:8]([C:5]3[CH:6]=[CH:7][C:2]([B:30]4[O:34][C:33]([CH3:36])([CH3:35])[C:32]([CH3:38])([CH3:37])[O:31]4)=[CH:3][CH:4]=3)[CH3:9])[CH2:11][CH2:12]2)=[N:20][N:19]=1.